This data is from Reaction yield outcomes from USPTO patents with 853,638 reactions. The task is: Predict the reaction yield, written as a fraction of the theoretical maximum amount of product (1.0 means a 100% yield; for example, 0.34 means a 34% yield). (1) The reactants are [C:1](O)(=O)[CH3:2].[O:5]1[C:9]2([CH2:14][CH2:13][C:12](=O)[CH2:11][CH2:10]2)[O:8][CH2:7][CH2:6]1.[CH3:16][NH:17][CH3:18].[C-]#N.[K+]. The catalyst is CO. The product is [CH3:16][N:17]([CH3:18])[C:12]1([C:2]2[CH:1]=[CH:11][CH:10]=[CH:9][CH:14]=2)[CH2:13][CH2:14][C:9]2([O:8][CH2:7][CH2:6][O:5]2)[CH2:10][CH2:11]1. The yield is 0.590. (2) The reactants are [CH3:1][O:2][C:3]1[N:8]=[CH:7][C:6]([NH:9][C:10]2[C:15]([C:16]3[N:21]=[C:20]([CH3:22])[N:19]=[C:18](SC)[N:17]=3)=[CH:14][C:13]([CH2:25][N:26]3[CH2:31][CH2:30][O:29][CH2:28][CH2:27]3)=[CH:12][N:11]=2)=[CH:5][CH:4]=1.CO.[NH3:34].CC(O)C. The catalyst is C(Cl)Cl. The product is [CH3:1][O:2][C:3]1[N:8]=[CH:7][C:6]([NH:9][C:10]2[C:15]([C:16]3[N:21]=[C:20]([CH3:22])[N:19]=[C:18]([NH2:34])[N:17]=3)=[CH:14][C:13]([CH2:25][N:26]3[CH2:31][CH2:30][O:29][CH2:28][CH2:27]3)=[CH:12][N:11]=2)=[CH:5][CH:4]=1. The yield is 0.340. (3) The reactants are [I:1][C:2]1[CH:3]=[N:4][NH:5][CH:6]=1.[CH:7]1([CH:12]=[CH:13][C:14]#[N:15])[CH2:11][CH2:10][CH2:9][CH2:8]1.C1CCN2C(=NCCC2)CC1. The catalyst is C(#N)C.C(OCC)(=O)C. The product is [CH:7]1([CH:12]([N:4]2[CH:3]=[C:2]([I:1])[CH:6]=[N:5]2)[CH2:13][C:14]#[N:15])[CH2:11][CH2:10][CH2:9][CH2:8]1. The yield is 0.720. (4) The reactants are Cl[C:2]1[C:11]2[C:6](=[CH:7][C:8]([S:12]([NH:15][C:16]3[S:17][CH:18]=[N:19][N:20]=3)(=[O:14])=[O:13])=[CH:9][CH:10]=2)[N:5]=[CH:4][CH:3]=1.[Cl:21][C:22]1[CH:27]=[CH:26][C:25](B(O)O)=[C:24]([O:31][CH3:32])[CH:23]=1.C(=O)([O-])[O-].[K+].[K+]. The catalyst is C1C=CC([P]([Pd]([P](C2C=CC=CC=2)(C2C=CC=CC=2)C2C=CC=CC=2)([P](C2C=CC=CC=2)(C2C=CC=CC=2)C2C=CC=CC=2)[P](C2C=CC=CC=2)(C2C=CC=CC=2)C2C=CC=CC=2)(C2C=CC=CC=2)C2C=CC=CC=2)=CC=1. The product is [Cl:21][C:22]1[CH:27]=[CH:26][C:25]([C:2]2[C:11]3[C:6](=[CH:7][C:8]([S:12]([NH:15][C:16]4[S:17][CH:18]=[N:19][N:20]=4)(=[O:14])=[O:13])=[CH:9][CH:10]=3)[N:5]=[CH:4][CH:3]=2)=[C:24]([O:31][CH3:32])[CH:23]=1. The yield is 0.399. (5) The reactants are [CH2:1]([O:5][CH2:6][C@@H:7]([NH:12][C:13]([C@H:15]1[O:17][C@@H:16]1[C:18]([OH:20])=[O:19])=[O:14])[CH2:8][CH:9]([CH3:11])[CH3:10])[CH:2]([CH3:4])[CH3:3].C(=O)([O-])[O-].[K+:25].[K+]. The catalyst is CC(C)=O.O. The product is [CH2:1]([O:5][CH2:6][C@@H:7]([NH:12][C:13]([C@H:15]1[O:17][C@@H:16]1[C:18]([O-:20])=[O:19])=[O:14])[CH2:8][CH:9]([CH3:11])[CH3:10])[CH:2]([CH3:3])[CH3:4].[K+:25]. The yield is 0.817. (6) The reactants are Cl[C:2]1[C:7]([NH:8][C:9]2[CH:10]=[C:11]([CH:14]=[CH:15][CH:16]=2)[CH:12]=[O:13])=[CH:6][C:5]([C:17]2[C:18]([CH3:23])=[N:19][O:20][C:21]=2[CH3:22])=[CH:4][N:3]=1.C([O-])(=O)C.[Na+]. The catalyst is CC(N(C)C)=O.Cl[Pd](Cl)([P](C1C=CC=CC=1)(C1C=CC=CC=1)C1C=CC=CC=1)[P](C1C=CC=CC=1)(C1C=CC=CC=1)C1C=CC=CC=1. The product is [CH3:23][C:18]1[C:17]([C:5]2[CH:4]=[N:3][C:2]3[C:16]4[CH:15]=[CH:14][C:11]([CH:12]=[O:13])=[CH:10][C:9]=4[NH:8][C:7]=3[CH:6]=2)=[C:21]([CH3:22])[O:20][N:19]=1. The yield is 0.220. (7) The reactants are [CH:1]1([N:6]2[C:10]3[N:11]=[C:12]([NH:15][C:16]4[CH:24]=[CH:23][C:19]([C:20](O)=[O:21])=[CH:18][N:17]=4)[N:13]=[CH:14][C:9]=3[CH:8]=[C:7]2[C:25](=[O:29])[N:26]([CH3:28])[CH3:27])[CH2:5][CH2:4][CH2:3][CH2:2]1.[Li+].[Cl-].[OH:32][CH:33]1[C@H:38]2[CH2:39][NH:40][CH2:41][C@@H:34]1[CH2:35][N:36]([C:42]([O:44][C:45]([CH3:48])([CH3:47])[CH3:46])=[O:43])[CH2:37]2. No catalyst specified. The product is [CH:1]1([N:6]2[C:10]3[N:11]=[C:12]([NH:15][C:16]4[CH:24]=[CH:23][C:19]([C:20]([N:40]5[CH2:39][C@H:38]6[CH:33]([OH:32])[C@H:34]([CH2:35][N:36]([C:42]([O:44][C:45]([CH3:48])([CH3:47])[CH3:46])=[O:43])[CH2:37]6)[CH2:41]5)=[O:21])=[CH:18][N:17]=4)[N:13]=[CH:14][C:9]=3[CH:8]=[C:7]2[C:25](=[O:29])[N:26]([CH3:27])[CH3:28])[CH2:2][CH2:3][CH2:4][CH2:5]1. The yield is 0.770.